From a dataset of Catalyst prediction with 721,799 reactions and 888 catalyst types from USPTO. Predict which catalyst facilitates the given reaction. (1) Reactant: Br[C:2]1[CH:3]=[N:4][N:5]2[C:10]=1[CH:9]=[CH:8][N:7]([C:11]([F:14])([F:13])[F:12])[CH2:6]2.[CH3:15][O:16][C:17]([C:19]1[S:20][C:21]([CH3:33])=[C:22](B2OC(C)(C)C(C)(C)O2)[CH:23]=1)=[O:18].C(=O)([O-])[O-].[Na+].[Na+]. Product: [CH3:15][O:16][C:17]([C:19]1[S:20][C:21]([CH3:33])=[C:22]([C:2]2[CH:3]=[N:4][N:5]3[C:10]=2[CH:9]=[CH:8][N:7]([C:11]([F:14])([F:13])[F:12])[CH2:6]3)[CH:23]=1)=[O:18]. The catalyst class is: 203. (2) Reactant: C(N(CC)CC)C.CN(C1C=CC=CN=1)C.[F:17][C:18]([F:25])([F:24])[CH:19]([OH:23])[C:20]([OH:22])=[O:21].[C:26](Cl)(=[O:30])[C:27]([CH3:29])=[CH2:28].C(=O)(O)[O-].[Na+]. Product: [F:17][C:18]([F:25])([F:24])[CH:19]([O:23][C:26](=[O:30])[C:27]([CH3:29])=[CH2:28])[C:20]([OH:22])=[O:21]. The catalyst class is: 476. (3) Reactant: Br[C:2]1[CH:7]=[CH:6][CH:5]=[C:4]([Br:8])[N:3]=1.[N:9]1[CH:14]=[CH:13][C:12]([NH2:15])=[N:11][CH:10]=1.CC1(C)C2C(=C(P(C3C=CC=CC=3)C3C=CC=CC=3)C=CC=2)OC2C(P(C3C=CC=CC=3)C3C=CC=CC=3)=CC=CC1=2.C(=O)([O-])[O-].[Cs+].[Cs+]. Product: [Br:8][C:4]1[N:3]=[C:2]([NH:15][C:12]2[CH:13]=[CH:14][N:9]=[CH:10][N:11]=2)[CH:7]=[CH:6][CH:5]=1. The catalyst class is: 102. (4) Reactant: [CH3:1][C:2]1[S:3][CH:4]=[C:5]([CH2:7][O:8][C:9]2[CH:17]=[CH:16][CH:15]=[C:14]3[C:10]=2[CH:11]=[C:12]([C:18]([OH:20])=O)[NH:13]3)[N:6]=1.CC[N:23](C(C)C)C(C)C.[C:30]([O:34][C:35](=[O:43])NC1CCNCC1)([CH3:33])([CH3:32])[CH3:31].C1CN([P+](ON2N=[N:68][C:63]3[CH:64]=[CH:65][CH:66]=[CH:67]C2=3)(N2CCCC2)N2CCCC2)CC1.F[P-](F)(F)(F)(F)F.[OH-].[Na+]. Product: [C:30]([O:34][C:35]([N:68]1[CH2:63][CH2:64][CH:65]([NH:23][C:18]([C:12]2[NH:13][C:14]3[C:10]([CH:11]=2)=[C:9]([O:8][CH2:7][C:5]2[N:6]=[C:2]([CH3:1])[S:3][CH:4]=2)[CH:17]=[CH:16][CH:15]=3)=[O:20])[CH2:66][CH2:67]1)=[O:43])([CH3:33])([CH3:32])[CH3:31]. The catalyst class is: 39. (5) Reactant: Cl[C:2]1[N:7]2[N:8]=[C:9]([CH3:22])[C:10]([CH2:11][C:12]3[C:21]4[C:16](=[CH:17][CH:18]=[CH:19][CH:20]=4)[CH:15]=[CH:14][CH:13]=3)=[C:6]2[N:5]=[C:4]([N:23]2[CH2:28][CH2:27][O:26][CH2:25][CH2:24]2)[CH:3]=1.[NH:29]1[CH:33]=[CH:32][N:31]=[CH:30]1.P([O-])([O-])([O-])=O.[K+].[K+].[K+].CN[C@H]1[C@H](NC)CCCC1. Product: [N:29]1([C:2]2[N:7]3[N:8]=[C:9]([CH3:22])[C:10]([CH2:11][C:12]4[C:21]5[C:16](=[CH:17][CH:18]=[CH:19][CH:20]=5)[CH:15]=[CH:14][CH:13]=4)=[C:6]3[N:5]=[C:4]([N:23]3[CH2:28][CH2:27][O:26][CH2:25][CH2:24]3)[CH:3]=2)[CH:33]=[CH:32][N:31]=[CH:30]1. The catalyst class is: 185. (6) Reactant: [NH:1]1[CH2:6][CH2:5][O:4][CH2:3][CH2:2]1.C(O[BH-](OC(=O)C)OC(=O)C)(=O)C.[Na+].[F:21][C:22]1[CH:27]=[CH:26][C:25]([NH:28][C:29]([NH:31][C:32]2[CH:37]=[CH:36][C:35]([O:38][C:39]3[C:40]4[CH:47]=[C:46]([CH:48]=O)[NH:45][C:41]=4[N:42]=[CH:43][N:44]=3)=[CH:34][CH:33]=2)=[O:30])=[CH:24][CH:23]=1. Product: [F:21][C:22]1[CH:27]=[CH:26][C:25]([NH:28][C:29]([NH:31][C:32]2[CH:33]=[CH:34][C:35]([O:38][C:39]3[C:40]4[CH:47]=[C:46]([CH2:48][N:1]5[CH2:6][CH2:5][O:4][CH2:3][CH2:2]5)[NH:45][C:41]=4[N:42]=[CH:43][N:44]=3)=[CH:36][CH:37]=2)=[O:30])=[CH:24][CH:23]=1. The catalyst class is: 7. (7) Reactant: [F:1][C:2]1[CH:7]=[CH:6][CH:5]=[CH:4][C:3]=1[NH:8][C:9](=[O:32])[NH:10][C:11]1[CH:16]=[CH:15][C:14]([C:17]2[CH:21]=[C:20]([C:22]([NH:24][C@@H:25]([CH2:30][OH:31])[C:26]([O:28]C)=[O:27])=[O:23])[O:19][N:18]=2)=[CH:13][CH:12]=1.CC(C)C(NC(C1ON=C(C2C=CC(NC(NC3C=CC(C(F)(F)F)=CC=3)=O)=CC=2)C=1)=O)C(OC)=O.O.[OH-].[Li+].Cl. Product: [F:1][C:2]1[CH:7]=[CH:6][CH:5]=[CH:4][C:3]=1[NH:8][C:9](=[O:32])[NH:10][C:11]1[CH:12]=[CH:13][C:14]([C:17]2[CH:21]=[C:20]([C:22]([NH:24][C@@H:25]([CH2:30][OH:31])[C:26]([OH:28])=[O:27])=[O:23])[O:19][N:18]=2)=[CH:15][CH:16]=1. The catalyst class is: 20.